This data is from Full USPTO retrosynthesis dataset with 1.9M reactions from patents (1976-2016). The task is: Predict the reactants needed to synthesize the given product. (1) Given the product [F:20][C:21]([F:26])([F:25])[C:22]([OH:24])=[O:23].[CH3:16][N:15]([CH2:14][CH:11]1[CH2:10][CH2:9][NH:8][CH2:13][CH2:12]1)[C:17](=[O:19])[CH3:18], predict the reactants needed to synthesize it. The reactants are: C(OC([N:8]1[CH2:13][CH2:12][CH:11]([CH2:14][N:15]([C:17](=[O:19])[CH3:18])[CH3:16])[CH2:10][CH2:9]1)=O)(C)(C)C.[F:20][C:21]([F:26])([F:25])[C:22]([OH:24])=[O:23]. (2) Given the product [C:3]1([C:4]2[CH:5]=[CH:6][C:1]3=[C:23]4[C:22]=2[C:21]([C:36]2[CH:37]=[CH:38][CH:39]=[CH:40][CH:41]=2)=[CH:20][CH:19]=[C:18]4[C:17]2[C:7]3=[C:8]([C:24]3[CH:11]=[CH:12][CH:13]=[CH:14][CH:15]=3)[C:9](=[O:26])[C:16]=2[C:1]2[CH:6]=[CH:5][CH:4]=[CH:3][CH:2]=2)[CH:2]=[CH:9][CH:8]=[CH:7][CH:17]=1, predict the reactants needed to synthesize it. The reactants are: [C:1]1([C:7]2[C:17]([C:18]3[CH:23]=[CH:22][CH:21]=[CH:20][CH:19]=3)=[CH:16][C:15]3[C:24]4[C:8]=2[C:9](=[O:26])C(=O)[C:11]=4[CH:12]=[CH:13][CH:14]=3)[CH:6]=[CH:5][CH:4]=[CH:3][CH:2]=1.[C:36]1(CC(=O)C[C:36]2[CH:41]=[CH:40][CH:39]=[CH:38][CH:37]=2)[CH:41]=[CH:40][CH:39]=[CH:38][CH:37]=1.[OH-].[K+]. (3) Given the product [Cl:14][C:8]1[CH:7]=[C:6]2[C:11]([C:12](=[O:13])[C:3]([CH2:2][NH:1][C:29](=[O:30])[C:28]3[CH:32]=[CH:33][N:34]=[C:26]([N:21]4[CH2:22][CH2:23][CH2:24][CH2:25]4)[CH:27]=3)=[CH:4][N:5]2[C:15]2[CH:16]=[CH:17][CH:18]=[CH:19][CH:20]=2)=[CH:10][CH:9]=1, predict the reactants needed to synthesize it. The reactants are: [NH2:1][CH2:2][C:3]1[C:12](=[O:13])[C:11]2[C:6](=[CH:7][C:8]([Cl:14])=[CH:9][CH:10]=2)[N:5]([C:15]2[CH:20]=[CH:19][CH:18]=[CH:17][CH:16]=2)[CH:4]=1.[N:21]1([C:26]2[CH:27]=[C:28]([CH:32]=[CH:33][N:34]=2)[C:29](O)=[O:30])[CH2:25][CH2:24][CH2:23][CH2:22]1. (4) Given the product [F:1][C:2]1[CH:24]=[C:23]([F:25])[CH:22]=[CH:21][C:3]=1[CH2:4][C@H:5]1[CH2:10][C@@H:9]([C:11]2[O:15][NH:14][C:13](=[O:16])[CH:12]=2)[CH2:8][CH2:7][N:6]1[C:17]([O:19][CH3:20])=[O:18].[F:1][C:2]1[CH:24]=[C:23]([F:25])[CH:22]=[CH:21][C:3]=1[CH2:4][C@@H:5]1[CH2:10][C@H:9]([C:11]2[O:15][NH:14][C:13](=[O:16])[CH:12]=2)[CH2:8][CH2:7][N:6]1[C:17]([O:19][CH3:20])=[O:18], predict the reactants needed to synthesize it. The reactants are: [F:1][C:2]1[CH:24]=[C:23]([F:25])[CH:22]=[CH:21][C:3]=1[CH2:4][C@H:5]1[CH2:10][C@@H:9]([C:11]2[O:15][NH:14][C:13](=[O:16])[CH:12]=2)[CH2:8][CH2:7][N:6]1[C:17]([O:19][CH3:20])=[O:18].CCCCCCC.CCO. (5) Given the product [ClH:1].[CH2:6]([C:5]1[N:11]=[C:14]([NH2:15])[NH:13][CH:4]=1)[CH2:7][CH2:8][C:9]#[CH:10], predict the reactants needed to synthesize it. The reactants are: [ClH:1].CO[C:4](=O)[CH:5]([NH2:11])[CH2:6][CH2:7][CH2:8][C:9]#[CH:10].[N:13]#[C:14][NH2:15].